Predict the product of the given reaction. From a dataset of Forward reaction prediction with 1.9M reactions from USPTO patents (1976-2016). (1) Given the reactants [CH:1]([C:3]1[CH:4]=[C:5]([CH:15]=[CH:16][CH:17]=1)[O:6][C:7]1[CH:14]=[CH:13][C:10]([C:11]#[N:12])=[CH:9][CH:8]=1)=O.[C@@H:18]1([NH2:28])[C:27]2[C:22](=[CH:23][CH:24]=[CH:25][CH:26]=2)[CH2:21][CH2:20][CH2:19]1, predict the reaction product. The product is: [C@@H:18]1([NH:28][CH2:1][C:3]2[CH:4]=[C:5]([CH:15]=[CH:16][CH:17]=2)[O:6][C:7]2[CH:14]=[CH:13][C:10]([C:11]#[N:12])=[CH:9][CH:8]=2)[C:27]2[C:22](=[CH:23][CH:24]=[CH:25][CH:26]=2)[CH2:21][CH2:20][CH2:19]1. (2) Given the reactants [CH3:1][S:2]([C:5]1[CH:6]=[C:7]([C:11]2[CH:16]=[CH:15][C:14]([C:17]3[N:21]([CH2:22][C:23]([OH:25])=[O:24])[N:20]=[C:19]([C:26]([F:29])([F:28])[F:27])[CH:18]=3)=[CH:13][CH:12]=2)[CH:8]=[CH:9][CH:10]=1)(=[O:4])=[O:3].Cl[CH2:31][S:32][CH3:33].C(=O)([O-])[O-].[K+].[K+], predict the reaction product. The product is: [CH3:1][S:2]([C:5]1[CH:6]=[C:7]([C:11]2[CH:16]=[CH:15][C:14]([C:17]3[N:21]([CH2:22][C:23]([O:25][CH2:31][S:32][CH3:33])=[O:24])[N:20]=[C:19]([C:26]([F:29])([F:27])[F:28])[CH:18]=3)=[CH:13][CH:12]=2)[CH:8]=[CH:9][CH:10]=1)(=[O:3])=[O:4]. (3) Given the reactants [F:1][C:2]([F:22])([C:15]1[CH:20]=[CH:19][C:18]([F:21])=[CH:17][N:16]=1)[C:3]1[N:12]=[C:11](O)[C:10]2[C:5](=[CH:6][C:7]([CH3:14])=[CH:8][CH:9]=2)[N:4]=1.COC1C=CC(P2(SP(C3C=CC(OC)=CC=3)(=S)S2)=[S:32])=CC=1, predict the reaction product. The product is: [F:1][C:2]([F:22])([C:15]1[CH:20]=[CH:19][C:18]([F:21])=[CH:17][N:16]=1)[C:3]1[N:12]=[C:11]([SH:32])[C:10]2[C:5](=[CH:6][C:7]([CH3:14])=[CH:8][CH:9]=2)[N:4]=1. (4) Given the reactants [NH2:1][C:2]1[C:11]([C:12]([C:14]2[CH:19]=[CH:18][C:17]([CH3:20])=[CH:16][CH:15]=2)=O)=[CH:10][C:9]2[C:4](=[CH:5][CH:6]=[CH:7][CH:8]=2)[N:3]=1.[C:21](OCC)(=[O:28])[CH2:22][C:23]([O:25][CH2:26][CH3:27])=[O:24].[O-]CC.[Na+], predict the reaction product. The product is: [OH:28][C:21]1[C:22]([C:23]([O:25][CH2:26][CH3:27])=[O:24])=[C:12]([C:14]2[CH:19]=[CH:18][C:17]([CH3:20])=[CH:16][CH:15]=2)[C:11]2[CH:10]=[C:9]3[CH:8]=[CH:7][CH:6]=[CH:5][C:4]3=[N:3][C:2]=2[N:1]=1. (5) Given the reactants Cl[C:2]1[CH:7]=[CH:6][N:5]=[C:4]2[NH:8][N:9]=[CH:10][C:3]=12.[I-:11].[Na+].[C:13](Cl)(=[O:15])[CH3:14].OS([O-])=O.[Na+], predict the reaction product. The product is: [I:11][C:2]1[CH:7]=[CH:6][N:5]=[C:4]2[N:8]([C:13](=[O:15])[CH3:14])[N:9]=[CH:10][C:3]=12.